Dataset: NCI-60 drug combinations with 297,098 pairs across 59 cell lines. Task: Regression. Given two drug SMILES strings and cell line genomic features, predict the synergy score measuring deviation from expected non-interaction effect. (1) Drug 1: CCCCC(=O)OCC(=O)C1(CC(C2=C(C1)C(=C3C(=C2O)C(=O)C4=C(C3=O)C=CC=C4OC)O)OC5CC(C(C(O5)C)O)NC(=O)C(F)(F)F)O. Drug 2: CS(=O)(=O)OCCCCOS(=O)(=O)C. Cell line: RXF 393. Synergy scores: CSS=47.3, Synergy_ZIP=-4.63, Synergy_Bliss=-2.95, Synergy_Loewe=-22.7, Synergy_HSA=-3.50. (2) Drug 1: C1=C(C(=O)NC(=O)N1)N(CCCl)CCCl. Drug 2: CCC1(C2=C(COC1=O)C(=O)N3CC4=CC5=C(C=CC(=C5CN(C)C)O)N=C4C3=C2)O.Cl. Cell line: SF-268. Synergy scores: CSS=40.6, Synergy_ZIP=-5.07, Synergy_Bliss=-1.96, Synergy_Loewe=-10.9, Synergy_HSA=0.279. (3) Drug 1: CCC1=CC2CC(C3=C(CN(C2)C1)C4=CC=CC=C4N3)(C5=C(C=C6C(=C5)C78CCN9C7C(C=CC9)(C(C(C8N6C)(C(=O)OC)O)OC(=O)C)CC)OC)C(=O)OC.C(C(C(=O)O)O)(C(=O)O)O. Drug 2: CN1C(=O)N2C=NC(=C2N=N1)C(=O)N. Cell line: T-47D. Synergy scores: CSS=29.8, Synergy_ZIP=-3.55, Synergy_Bliss=4.00, Synergy_Loewe=-20.5, Synergy_HSA=0.433. (4) Drug 1: CC(C)(C#N)C1=CC(=CC(=C1)CN2C=NC=N2)C(C)(C)C#N. Drug 2: C#CCC(CC1=CN=C2C(=N1)C(=NC(=N2)N)N)C3=CC=C(C=C3)C(=O)NC(CCC(=O)O)C(=O)O. Cell line: NCI-H226. Synergy scores: CSS=0.596, Synergy_ZIP=2.90, Synergy_Bliss=4.71, Synergy_Loewe=-0.973, Synergy_HSA=0.149. (5) Drug 1: C1CCN(CC1)CCOC2=CC=C(C=C2)C(=O)C3=C(SC4=C3C=CC(=C4)O)C5=CC=C(C=C5)O. Drug 2: CCC1(CC2CC(C3=C(CCN(C2)C1)C4=CC=CC=C4N3)(C5=C(C=C6C(=C5)C78CCN9C7C(C=CC9)(C(C(C8N6C=O)(C(=O)OC)O)OC(=O)C)CC)OC)C(=O)OC)O.OS(=O)(=O)O. Cell line: MDA-MB-435. Synergy scores: CSS=59.1, Synergy_ZIP=14.3, Synergy_Bliss=15.6, Synergy_Loewe=-13.4, Synergy_HSA=10.9. (6) Drug 1: CC(C1=C(C=CC(=C1Cl)F)Cl)OC2=C(N=CC(=C2)C3=CN(N=C3)C4CCNCC4)N. Drug 2: C(CN)CNCCSP(=O)(O)O. Cell line: 786-0. Synergy scores: CSS=6.73, Synergy_ZIP=3.17, Synergy_Bliss=10.8, Synergy_Loewe=7.63, Synergy_HSA=9.54. (7) Drug 1: CC1=C2C(C(=O)C3(C(CC4C(C3C(C(C2(C)C)(CC1OC(=O)C(C(C5=CC=CC=C5)NC(=O)OC(C)(C)C)O)O)OC(=O)C6=CC=CC=C6)(CO4)OC(=O)C)OC)C)OC. Drug 2: C1=NNC2=C1C(=O)NC=N2. Cell line: NCI/ADR-RES. Synergy scores: CSS=2.33, Synergy_ZIP=-1.50, Synergy_Bliss=-1.63, Synergy_Loewe=-4.18, Synergy_HSA=-2.36.